From a dataset of Peptide-MHC class II binding affinity with 134,281 pairs from IEDB. Regression. Given a peptide amino acid sequence and an MHC pseudo amino acid sequence, predict their binding affinity value. This is MHC class II binding data. The peptide sequence is IMAIGIVSILLSSLL. The MHC is DRB1_0701 with pseudo-sequence DRB1_0701. The binding affinity (normalized) is 0.415.